From a dataset of Reaction yield outcomes from USPTO patents with 853,638 reactions. Predict the reaction yield, written as a fraction of the theoretical maximum amount of product (1.0 means a 100% yield; for example, 0.34 means a 34% yield). (1) The reactants are [NH2:1][C@@H:2]1[C:11]2[C:6](=[CH:7][CH:8]=[CH:9][CH:10]=2)[C@H:5]([OH:12])[CH2:4][CH2:3]1.[H-].[Na+].[C:15]([C:17]1[CH:22]=[CH:21][C:20](F)=[CH:19][N:18]=1)#[N:16]. The catalyst is CN(C=O)C. The product is [NH2:1][C@@H:2]1[C:11]2[C:6](=[CH:7][CH:8]=[CH:9][CH:10]=2)[C@H:5]([O:12][C:20]2[CH:21]=[CH:22][C:17]([C:15]#[N:16])=[N:18][CH:19]=2)[CH2:4][CH2:3]1. The yield is 0.520. (2) The reactants are [Si]([N:5]=[N+:6]=[N-:7])(C)(C)C.[CH2:8]([CH:15]1[O:17][CH:16]1[CH2:18][OH:19])[C:9]1[CH:14]=[CH:13][CH:12]=[CH:11][CH:10]=1. The catalyst is C1C=CC=CC=1.CC(O[Ti](OC(C)C)(OC(C)C)OC(C)C)C. The product is [N:5]([CH:15]([CH2:8][C:9]1[CH:14]=[CH:13][CH:12]=[CH:11][CH:10]=1)[CH:16]([OH:17])[CH2:18][OH:19])=[N+:6]=[N-:7]. The yield is 0.960. (3) The reactants are S(Cl)(Cl)=O.[OH:5][C:6]1[CH:7]=[C:8]2[C:13](=[CH:14][CH:15]=1)[CH:12]=[C:11]([C:16]1[CH:21]=[CH:20][N:19]=[C:18]([C:22]([OH:24])=[O:23])[CH:17]=1)[CH:10]=[CH:9]2.[CH3:25]O. No catalyst specified. The product is [OH:5][C:6]1[CH:7]=[C:8]2[C:13](=[CH:14][CH:15]=1)[CH:12]=[C:11]([C:16]1[CH:21]=[CH:20][N:19]=[C:18]([C:22]([O:24][CH3:25])=[O:23])[CH:17]=1)[CH:10]=[CH:9]2. The yield is 0.400. (4) The reactants are [CH3:1][C:2]1[CH2:3][C:4]2[C:5]([C:20]3[CH:25]=[CH:24][CH:23]=[CH:22][CH:21]=3)=[C:6]3[C:10](=[C:11]([C:14]4[CH:19]=[CH:18][CH:17]=[CH:16][CH:15]=4)[C:12]=2[CH:13]=1)[CH2:9][CH2:8][CH2:7]3.C([Li])CCC.Cl[Si:32]([CH:35]1[C:43]2[C:38](=[C:39]([C:44]3[CH:49]=[CH:48][C:47]([C:50]([CH3:53])([CH3:52])[CH3:51])=[CH:46][CH:45]=3)[CH:40]=[CH:41][CH:42]=2)[CH:37]=[C:36]1[CH:54]([CH3:56])[CH3:55])([CH3:34])[CH3:33].[Cl-].[NH4+]. The catalyst is C(OCC)C.C1COCC1.CCCCCC.[Cu](C#N)C#N. The product is [CH3:33][Si:32]([CH3:34])([CH:7]1[C:6]2[C:10](=[C:11]([C:14]3[CH:15]=[CH:16][CH:17]=[CH:18][CH:19]=3)[C:12]3[CH2:13][C:2]([CH3:1])=[CH:3][C:4]=3[C:5]=2[C:20]2[CH:21]=[CH:22][CH:23]=[CH:24][CH:25]=2)[CH2:9][CH2:8]1)[CH:35]1[C:43]2[C:38](=[C:39]([C:44]3[CH:45]=[CH:46][C:47]([C:50]([CH3:51])([CH3:52])[CH3:53])=[CH:48][CH:49]=3)[CH:40]=[CH:41][CH:42]=2)[CH:37]=[C:36]1[CH:54]([CH3:55])[CH3:56]. The yield is 0.640. (5) The reactants are [O:1]1[CH2:3][CH:2]1[CH2:4][N:5]1[C:13]2[CH2:12][CH2:11][N:10]([C:14](=[O:16])[CH3:15])[CH2:9][C:8]=2[C:7]([C:17]2[CH:22]=[CH:21][C:20]([C:23]([F:26])([F:25])[F:24])=[CH:19][CH:18]=2)=[N:6]1.[Cl:27][C:28]1[CH:42]=[CH:41][C:31]2[N:32]=[C:33]([N:35]3[CH2:40][CH2:39][NH:38][CH2:37][CH2:36]3)[S:34][C:30]=2[CH:29]=1. The catalyst is CCO. The product is [Cl:27][C:28]1[CH:42]=[CH:41][C:31]2[N:32]=[C:33]([N:35]3[CH2:40][CH2:39][N:38]([CH2:3][CH:2]([OH:1])[CH2:4][N:5]4[C:13]5[CH2:12][CH2:11][N:10]([C:14](=[O:16])[CH3:15])[CH2:9][C:8]=5[C:7]([C:17]5[CH:22]=[CH:21][C:20]([C:23]([F:26])([F:25])[F:24])=[CH:19][CH:18]=5)=[N:6]4)[CH2:37][CH2:36]3)[S:34][C:30]=2[CH:29]=1. The yield is 0.900. (6) The catalyst is CN(C=O)C.O. The yield is 0.0700. The product is [C:28]([C:27]1[CH:30]=[CH:31][C:24]([N:23]2[C:18]3([CH2:22][CH2:21][CH2:20][CH2:19]3)[C:16](=[O:34])[N:1]([C:4]3[CH:11]=[CH:10][C:7]([C:8]#[N:9])=[C:6]([C:12]([F:13])([F:15])[F:14])[CH:5]=3)[C:2]2=[S:3])=[CH:25][C:26]=1[F:32])#[N:29]. The reactants are [N:1]([C:4]1[CH:11]=[CH:10][C:7]([C:8]#[N:9])=[C:6]([C:12]([F:15])([F:14])[F:13])[CH:5]=1)=[C:2]=[S:3].[C:16]([C:18]1([NH:23][C:24]2[CH:31]=[CH:30][C:27]([C:28]#[N:29])=[C:26]([F:32])[CH:25]=2)[CH2:22][CH2:21][CH2:20][CH2:19]1)#N.C[OH:34].Cl.